Dataset: Catalyst prediction with 721,799 reactions and 888 catalyst types from USPTO. Task: Predict which catalyst facilitates the given reaction. (1) Reactant: [CH2:1]([C:3]1[CH:4]=[CH:5][C:6]2[C:15]3[NH:14][CH2:13][CH2:12][CH2:11][C:10]=3[C:9](=[O:16])[N:8](COC)[C:7]=2[CH:20]=1)[CH3:2].[ClH:21]. Product: [ClH:21].[CH2:1]([C:3]1[CH:4]=[CH:5][C:6]2[C:15]3[NH:14][CH2:13][CH2:12][CH2:11][C:10]=3[C:9](=[O:16])[NH:8][C:7]=2[CH:20]=1)[CH3:2]. The catalyst class is: 8. (2) Reactant: [CH2:1]([O:3][C:4](=[O:28])[CH2:5][CH:6]1[C:12]2[CH:13]=[CH:14][CH:15]=[C:16]([C:17]([NH:19][OH:20])=[NH:18])[C:11]=2[O:10][CH2:9][CH2:8][N:7]1[C:21]([O:23][C:24]([CH3:27])([CH3:26])[CH3:25])=[O:22])[CH3:2].C(N(CC)CC)C.[Cl:36][C:37]1[CH:38]=[C:39]([CH:43]=[CH:44][C:45]=1[O:46][CH:47]([CH3:49])[CH3:48])[C:40](Cl)=O. Product: [Cl:36][C:37]1[CH:38]=[C:39]([C:40]2[O:20][N:19]=[C:17]([C:16]3[C:11]4[O:10][CH2:9][CH2:8][N:7]([C:21]([O:23][C:24]([CH3:27])([CH3:26])[CH3:25])=[O:22])[CH:6]([CH2:5][C:4]([O:3][CH2:1][CH3:2])=[O:28])[C:12]=4[CH:13]=[CH:14][CH:15]=3)[N:18]=2)[CH:43]=[CH:44][C:45]=1[O:46][CH:47]([CH3:48])[CH3:49]. The catalyst class is: 9. (3) Reactant: [N:1]([C@@H:4]1[C:9](=[O:10])[O:8][C@H:7]([C:11](=O)[CH2:12][O:13][Si:14]([C:17]([CH3:20])([CH3:19])[CH3:18])([CH3:16])[CH3:15])[C@@H:6]2[O:22][C:23]([CH3:26])([CH3:25])[O:24][C@H:5]12)=[N+]=[N-].P(OCC)(OCC)OCC. Product: [Si:14]([O:13][CH2:12][C:11]1[CH:7]2[O:8][C:9](=[O:10])[CH:4]([CH:5]3[CH:6]2[O:22][C:23]([CH3:26])([CH3:25])[O:24]3)[N:1]=1)([C:17]([CH3:20])([CH3:19])[CH3:18])([CH3:16])[CH3:15]. The catalyst class is: 1. (4) Reactant: [C:1]1([S:11]([C:14]2[C:22]3[C:17](=[CH:18][CH:19]=[C:20]([N:23]4[CH2:28][CH2:27][N:26]([C:29]([O:31][C:32]([CH3:35])([CH3:34])[CH3:33])=[O:30])[CH2:25][CH2:24]4)[CH:21]=3)[NH:16][N:15]=2)(=[O:13])=[O:12])[C:10]2[C:5](=[CH:6][CH:7]=[CH:8][CH:9]=2)[CH:4]=[CH:3][CH:2]=1.[CH3:36][C:37]([O-])([CH3:39])[CH3:38].[K+].C(I)C(C)C. Product: [CH2:36]([N:16]1[C:17]2[C:22](=[CH:21][C:20]([N:23]3[CH2:28][CH2:27][N:26]([C:29]([O:31][C:32]([CH3:35])([CH3:34])[CH3:33])=[O:30])[CH2:25][CH2:24]3)=[CH:19][CH:18]=2)[C:14]([S:11]([C:1]2[C:10]3[C:5](=[CH:6][CH:7]=[CH:8][CH:9]=3)[CH:4]=[CH:3][CH:2]=2)(=[O:13])=[O:12])=[N:15]1)[CH:37]([CH3:39])[CH3:38]. The catalyst class is: 18. (5) Reactant: Br[C:2]1[N:6]=[C:5]([NH:7][C:8](=[O:14])[O:9][C:10]([CH3:13])([CH3:12])[CH3:11])[S:4][N:3]=1.[CH3:15][S:16]([C:19]1[CH:24]=[CH:23][C:22](B(O)O)=[CH:21][CH:20]=1)(=[O:18])=[O:17].[F-].[Cs+].O1CCOCC1. Product: [CH3:15][S:16]([C:19]1[CH:24]=[CH:23][C:22]([C:2]2[N:6]=[C:5]([NH:7][C:8](=[O:14])[O:9][C:10]([CH3:13])([CH3:12])[CH3:11])[S:4][N:3]=2)=[CH:21][CH:20]=1)(=[O:18])=[O:17]. The catalyst class is: 386. (6) Reactant: Br[C:2]1[N:7]=[CH:6][C:5]([CH:8]=[O:9])=[CH:4][CH:3]=1.C(=O)([O-])[O-].[Na+].[Na+].[F:16][C:17]([F:28])([F:27])[C:18]1[CH:19]=[C:20](B(O)O)[CH:21]=[CH:22][CH:23]=1. Product: [F:16][C:17]([F:28])([F:27])[C:18]1[CH:23]=[C:22]([C:2]2[N:7]=[CH:6][C:5]([CH:8]=[O:9])=[CH:4][CH:3]=2)[CH:21]=[CH:20][CH:19]=1. The catalyst class is: 104. (7) Reactant: [CH2:1]([C@H:8]([NH:11][C:12]1[N:20]=[C:19]([Cl:21])[N:18]=[C:17]2[C:13]=1[N:14]=[CH:15][N:16]2[C@@H:22]1[CH2:26][C@H:25]([NH:27][C:28]([CH2:30][O:31]C(=O)C)=[O:29])[C@@H:24]([OH:35])[C@H:23]1[OH:36])[CH2:9][OH:10])[C:2]1[CH:7]=[CH:6][CH:5]=[CH:4][CH:3]=1.C(=O)([O-])[O-].[K+].[K+]. Product: [CH2:1]([C@H:8]([NH:11][C:12]1[N:20]=[C:19]([Cl:21])[N:18]=[C:17]2[C:13]=1[N:14]=[CH:15][N:16]2[C@@H:22]1[CH2:26][C@H:25]([NH:27][C:28](=[O:29])[CH2:30][OH:31])[C@@H:24]([OH:35])[C@H:23]1[OH:36])[CH2:9][OH:10])[C:2]1[CH:3]=[CH:4][CH:5]=[CH:6][CH:7]=1. The catalyst class is: 5.